Dataset: Full USPTO retrosynthesis dataset with 1.9M reactions from patents (1976-2016). Task: Predict the reactants needed to synthesize the given product. (1) Given the product [CH2:1]([N:3]1[CH:7]=[C:6]([C:8]2[CH:13]=[CH:12][N:11]=[C:10]3[NH:14][CH:15]=[CH:16][C:9]=23)[C:5]([C:17]2[CH:23]=[CH:22][C:20]([NH:21][C:31]([NH:30][C:24]3[CH:29]=[CH:28][CH:27]=[CH:26][CH:25]=3)=[O:32])=[CH:19][CH:18]=2)=[N:4]1)[CH3:2], predict the reactants needed to synthesize it. The reactants are: [CH2:1]([N:3]1[CH:7]=[C:6]([C:8]2[CH:13]=[CH:12][N:11]=[C:10]3[NH:14][CH:15]=[CH:16][C:9]=23)[C:5]([C:17]2[CH:23]=[CH:22][C:20]([NH2:21])=[CH:19][CH:18]=2)=[N:4]1)[CH3:2].[C:24]1([N:30]=[C:31]=[O:32])[CH:29]=[CH:28][CH:27]=[CH:26][CH:25]=1. (2) Given the product [C:1]([C:5]1[N:10]=[C:9]([N:11]2[CH2:12][CH2:13][N:14]([CH2:17][CH2:18][CH2:19][CH2:20][NH:21][C:31]([N:50]3[CH2:51][CH2:52][N:47]([S:44]([C:38]4[CH:43]=[CH:42][CH:41]=[CH:40][CH:39]=4)(=[O:46])=[O:45])[CH2:48][CH2:49]3)=[O:32])[CH2:15][CH2:16]2)[CH:8]=[C:7]([C:22]([CH3:25])([CH3:24])[CH3:23])[N:6]=1)([CH3:4])([CH3:3])[CH3:2], predict the reactants needed to synthesize it. The reactants are: [C:1]([C:5]1[N:10]=[C:9]([N:11]2[CH2:16][CH2:15][N:14]([CH2:17][CH2:18][CH2:19][CH2:20][NH2:21])[CH2:13][CH2:12]2)[CH:8]=[C:7]([C:22]([CH3:25])([CH3:24])[CH3:23])[N:6]=1)([CH3:4])([CH3:3])[CH3:2].C1N=CN([C:31](N2C=NC=C2)=[O:32])C=1.[C:38]1([S:44]([N:47]2[CH2:52][CH2:51][NH:50][CH2:49][CH2:48]2)(=[O:46])=[O:45])[CH:43]=[CH:42][CH:41]=[CH:40][CH:39]=1. (3) Given the product [Cl:24][C:9]1[C:8]2[C:13](=[CH:14][C:15]([O:16][CH2:17][CH2:18][O:19][CH3:20])=[C:6]([O:5][CH2:4][CH2:3][O:2][CH3:1])[CH:7]=2)[N:12]=[CH:11][N:10]=1, predict the reactants needed to synthesize it. The reactants are: [CH3:1][O:2][CH2:3][CH2:4][O:5][C:6]1[CH:7]=[C:8]2[C:13](=[CH:14][C:15]=1[O:16][CH2:17][CH2:18][O:19][CH3:20])[N:12]=[CH:11][NH:10][C:9]2=O.O=P(Cl)(Cl)[Cl:24]. (4) Given the product [F:24][C:2]([F:1])([F:23])[S:3]([O:6][C:7]1[CH:8]=[CH:9][CH:10]=[CH:11][C:12]=1[C:26]1[N:30]2[CH:31]=[CH:32][CH:33]=[CH:34][C:29]2=[N:28][CH:27]=1)(=[O:4])=[O:5], predict the reactants needed to synthesize it. The reactants are: [F:1][C:2]([F:24])([F:23])[S:3]([O:6][C:7]1[CH:12]=[CH:11][C:10](C2C=CC=C3C=2C=CN=C3)=[CH:9][CH:8]=1)(=[O:5])=[O:4].Br[C:26]1[N:30]2[CH:31]=[CH:32][CH:33]=[CH:34][C:29]2=[N:28][CH:27]=1. (5) Given the product [F:1][C:2]1[CH:3]=[C:4]2[C:9](=[CH:10][C:11]=1[O:12][CH:15]([CH3:17])[CH3:16])[N:8]=[C:7]([CH3:13])[CH:6]=[CH:5]2, predict the reactants needed to synthesize it. The reactants are: [F:1][C:2]1[CH:3]=[C:4]2[C:9](=[CH:10][C:11]=1[OH:12])[N:8]=[C:7]([CH3:13])[CH:6]=[CH:5]2.I[CH:15]([CH3:17])[CH3:16].C(=O)([O-])[O-].[K+].[K+]. (6) Given the product [NH:4]1[CH2:5][CH2:6][NH:7][CH2:2][CH:3]1[CH2:8][CH2:9][OH:10], predict the reactants needed to synthesize it. The reactants are: O=[C:2]1[NH:7][CH2:6][CH2:5][NH:4][CH:3]1[CH2:8][C:9](OC)=[O:10].[H-].[H-].[H-].[H-].[Li+].[Al+3]. (7) Given the product [CH:1]1([CH2:7][N:8]2[CH2:9][CH2:10][N:11]([C:15]3[C:24]([CH:25]=[O:26])=[CH:23][C:22]4[C:17](=[CH:18][CH:19]=[CH:20][CH:21]=4)[N:16]=3)[CH2:12][CH2:13]2)[CH2:2][CH2:3][CH2:4][CH2:5][CH2:6]1, predict the reactants needed to synthesize it. The reactants are: [CH:1]1([CH2:7][N:8]2[CH2:13][CH2:12][NH:11][CH2:10][CH2:9]2)[CH2:6][CH2:5][CH2:4][CH2:3][CH2:2]1.Cl[C:15]1[C:24]([CH:25]=[O:26])=[CH:23][C:22]2[C:17](=[CH:18][CH:19]=[CH:20][CH:21]=2)[N:16]=1.C(=O)([O-])[O-].[K+].[K+].